From a dataset of Full USPTO retrosynthesis dataset with 1.9M reactions from patents (1976-2016). Predict the reactants needed to synthesize the given product. Given the product [Cl:1][C:2]1[N:7]=[C:6]([C:8]2[S:12][C:11]([CH:13]([CH3:15])[CH3:14])=[N:10][C:9]=2[C:16]2[C:17]([F:23])=[C:18]([NH:19][S:31]([C:26]3[CH:27]=[CH:28][CH:29]=[CH:30][C:25]=3[CH3:24])(=[O:33])=[O:32])[CH:20]=[CH:21][CH:22]=2)[CH:5]=[CH:4][N:3]=1, predict the reactants needed to synthesize it. The reactants are: [Cl:1][C:2]1[N:7]=[C:6]([C:8]2[S:12][C:11]([CH:13]([CH3:15])[CH3:14])=[N:10][C:9]=2[C:16]2[C:17]([F:23])=[C:18]([CH:20]=[CH:21][CH:22]=2)[NH2:19])[CH:5]=[CH:4][N:3]=1.[CH3:24][C:25]1[CH:30]=[CH:29][CH:28]=[CH:27][C:26]=1[S:31](Cl)(=[O:33])=[O:32].